This data is from Catalyst prediction with 721,799 reactions and 888 catalyst types from USPTO. The task is: Predict which catalyst facilitates the given reaction. (1) Reactant: [CH2:1]([NH:3][C:4]1[CH:14]=[CH:13][C:7]2[O:8][C:9]([F:12])([F:11])[O:10][C:6]=2[CH:5]=1)[CH3:2].[Br:15][CH2:16][C:17]([OH:19])=O.C(Cl)CCl. Product: [Br:15][CH2:16][C:17]([N:3]([C:4]1[CH:14]=[CH:13][C:7]2[O:8][C:9]([F:12])([F:11])[O:10][C:6]=2[CH:5]=1)[CH2:1][CH3:2])=[O:19]. The catalyst class is: 808. (2) Reactant: [CH:1]1([N:6]2[C:15]3[N:14]=[C:13]([NH:16][C:17]4[CH:18]=[CH:19][C:20]([C:26]([OH:28])=O)=[C:21]5[C:25]=4[O:24][CH2:23][CH2:22]5)[N:12]=[CH:11][C:10]=3[N:9]([CH3:29])[C:8](=[O:30])[C:7]2([CH2:33][CH3:34])[CH2:31][CH3:32])[CH2:5][CH2:4][CH2:3][CH2:2]1.F[B-](F)(F)F.[N:40]1(OC(N(C)C)=[N+](C)C)[C:44]2[CH:45]=[CH:46]C=[CH:48][C:43]=2N=N1.[CH:57]([N:60](C(C)C)CC)(C)C.C(=O)([O-])[O-].[Na+].[Na+]. Product: [CH:1]1([N:6]2[C:15]3[N:14]=[C:13]([NH:16][C:17]4[CH:18]=[CH:19][C:20]([C:26]([NH:40][CH:44]5[CH2:43][CH2:48][N:60]([CH3:57])[CH2:46][CH2:45]5)=[O:28])=[C:21]5[C:25]=4[O:24][CH2:23][CH2:22]5)[N:12]=[CH:11][C:10]=3[N:9]([CH3:29])[C:8](=[O:30])[C:7]2([CH2:31][CH3:32])[CH2:33][CH3:34])[CH2:5][CH2:4][CH2:3][CH2:2]1. The catalyst class is: 4.